This data is from Full USPTO retrosynthesis dataset with 1.9M reactions from patents (1976-2016). The task is: Predict the reactants needed to synthesize the given product. (1) Given the product [C:40]1([CH:46]([C:53]2[CH:58]=[CH:57][C:56]([C:65]([O:64][C:60]([CH3:63])([CH3:62])[CH3:61])=[O:67])=[CH:55][C:54]=2[NH2:1])[CH2:47][C:48]([O:50][CH2:51][CH3:52])=[O:49])[CH:45]=[CH:44][CH:43]=[CH:42][CH:41]=1, predict the reactants needed to synthesize it. The reactants are: [N+:1](C1C=CC(C(C2C=CC=CC=2)=O)=CC=1)([O-])=O.C1(C(C2C=CC(C3C=CC=CC=3)=CC=2)CC=O)C=CC=CC=1.[C:40]1([CH:46]([C:53]2[CH:58]=[CH:57][C:56](N)=[CH:55][CH:54]=2)[CH2:47][C:48]([O:50][CH2:51][CH3:52])=[O:49])[CH:45]=[CH:44][CH:43]=[CH:42][CH:41]=1.[C:60]([O:64][C:65]([O:67]C(OC(C)(C)C)=O)=O)([CH3:63])([CH3:62])[CH3:61]. (2) Given the product [OH:13][C:9]1[CH:8]=[C:7]([N:1]2[CH2:2][CH2:3][NH:4][CH2:5][CH2:6]2)[CH:12]=[CH:11][C:10]=1[CH:20]=[O:21], predict the reactants needed to synthesize it. The reactants are: [N:1]1([C:7]2[CH:8]=[C:9]([OH:13])[CH:10]=[CH:11][CH:12]=2)[CH2:6][CH2:5][NH:4][CH2:3][CH2:2]1.Cl.O=P(Cl)(Cl)Cl.[C:20](=O)([O-])[O-:21].[K+].[K+]. (3) Given the product [CH2:2]([CH:7]1[CH2:3][CH2:4][C:5](=[O:8])[CH2:6]1)[CH2:13][CH2:14][CH3:15], predict the reactants needed to synthesize it. The reactants are: Br[C:2]1[CH:7]=[CH:6][C:5]([O:8]CC)=[C:4](F)[C:3]=1F.[CH2:13]([Li])[CH2:14][CH2:15]C.CCCCCC. (4) Given the product [C:34]1([CH2:33][CH2:32][CH2:31][CH:30]([NH:40][C:17](=[O:19])[C@H:9]([CH2:10][C:11]2[CH:12]=[N:13][CH:14]=[CH:15][CH:16]=2)[NH:8][C:6]([O:5][C:1]([CH3:2])([CH3:3])[CH3:4])=[O:7])[CH2:29][CH2:28][CH2:27][C:21]2[CH:22]=[CH:23][CH:24]=[CH:25][CH:26]=2)[CH:39]=[CH:38][CH:37]=[CH:36][CH:35]=1, predict the reactants needed to synthesize it. The reactants are: [C:1]([O:5][C:6]([NH:8][C@H:9]([C:17]([OH:19])=O)[CH2:10][C:11]1[CH:12]=[N:13][CH:14]=[CH:15][CH:16]=1)=[O:7])([CH3:4])([CH3:3])[CH3:2].Cl.[C:21]1([CH2:27][CH2:28][CH2:29][CH:30]([NH2:40])[CH2:31][CH2:32][CH2:33][C:34]2[CH:39]=[CH:38][CH:37]=[CH:36][CH:35]=2)[CH:26]=[CH:25][CH:24]=[CH:23][CH:22]=1.C(N(CC)C(C)C)(C)C.C1CN([P+](ON2N=NC3C=CC=CC2=3)(N2CCCC2)N2CCCC2)CC1.F[P-](F)(F)(F)(F)F.